Dataset: Full USPTO retrosynthesis dataset with 1.9M reactions from patents (1976-2016). Task: Predict the reactants needed to synthesize the given product. Given the product [Br:18][C:15]1[C:11]([C:12]([OH:14])=[O:13])=[N:4][C:1]([CH3:2])=[N:3][CH:16]=1, predict the reactants needed to synthesize it. The reactants are: [C:1](=[NH:4])([NH2:3])[CH3:2].Cl.[O-]CC.[Na+].Br/[C:11](=[C:15](/[Br:18])\[CH:16]=O)/[C:12]([OH:14])=[O:13].